Dataset: Catalyst prediction with 721,799 reactions and 888 catalyst types from USPTO. Task: Predict which catalyst facilitates the given reaction. Product: [Br:1][C:2]1[C:10]2[C:9]([O:19][C@@H:20]([CH2:26][C:27]3[CH:32]=[CH:31][CH:30]=[CH:29][C:28]=3[O:33][CH:34]3[CH2:39][CH2:38][CH2:37][CH2:36][O:35]3)[C:21]([O:23][CH2:24][CH3:25])=[O:22])=[N:8][CH:7]=[N:6][C:5]=2[S:4][C:3]=1[C:12]1[CH:17]=[CH:16][C:15]([F:18])=[CH:14][CH:13]=1. Reactant: [Br:1][C:2]1[C:10]2[C:9](Cl)=[N:8][CH:7]=[N:6][C:5]=2[S:4][C:3]=1[C:12]1[CH:17]=[CH:16][C:15]([F:18])=[CH:14][CH:13]=1.[OH:19][C@@H:20]([CH2:26][C:27]1[CH:32]=[CH:31][CH:30]=[CH:29][C:28]=1[O:33][CH:34]1[CH2:39][CH2:38][CH2:37][CH2:36][O:35]1)[C:21]([O:23][CH2:24][CH3:25])=[O:22].C([O-])([O-])=O.[Cs+].[Cs+]. The catalyst class is: 107.